From a dataset of Forward reaction prediction with 1.9M reactions from USPTO patents (1976-2016). Predict the product of the given reaction. (1) Given the reactants Br[C:2]1[C:6]2[C:7]([NH2:11])=[N:8][CH:9]=[CH:10][C:5]=2[S:4][CH:3]=1.[O:12]([C:19]1[CH:24]=[CH:23][C:22](B(O)O)=[CH:21][CH:20]=1)[C:13]1[CH:18]=[CH:17][CH:16]=[CH:15][CH:14]=1.C([O-])([O-])=O.[Na+].[Na+].[Na+].[Cl-], predict the reaction product. The product is: [O:12]([C:19]1[CH:20]=[CH:21][C:22]([C:2]2[C:6]3[C:7]([NH2:11])=[N:8][CH:9]=[CH:10][C:5]=3[S:4][CH:3]=2)=[CH:23][CH:24]=1)[C:13]1[CH:18]=[CH:17][CH:16]=[CH:15][CH:14]=1. (2) Given the reactants C([O:3][P:4]([CH2:9][S:10][CH2:11][CH2:12][N:13]1[CH2:18][CH2:17][CH2:16][CH2:15][CH:14]1[C:19]([OH:21])=O)([O:6]CC)=[O:5])C.C1C=CC2N(O)N=NC=2C=1.[NH2:32][CH:33]([CH2:37][C:38]1[CH:47]=[CH:46][C:45]2[C:40](=[CH:41][CH:42]=[CH:43][CH:44]=2)[CH:39]=1)[C:34]([NH2:36])=[O:35].CCN(C(C)C)C(C)C.CCN=C=NCCCN(C)C, predict the reaction product. The product is: [C:34]([CH:33]([NH:32][C:19]([CH:14]1[CH2:15][CH2:16][CH2:17][CH2:18][N:13]1[CH2:12][CH2:11][S:10][CH2:9][P:4](=[O:5])([OH:3])[OH:6])=[O:21])[CH2:37][C:38]1[CH:47]=[CH:46][C:45]2[C:40](=[CH:41][CH:42]=[CH:43][CH:44]=2)[CH:39]=1)(=[O:35])[NH2:36]. (3) Given the reactants [CH2:1]([O:8][C@H:9]1[C@H:14]([O:15][CH2:16][C:17]2[CH:22]=[CH:21][CH:20]=[CH:19][CH:18]=2)[C@@H:13]([O:23][CH2:24][C:25]2[CH:30]=[CH:29][CH:28]=[CH:27][CH:26]=2)[C@@:12]([C:33]2[CH:38]=[CH:37][C:36]([Cl:39])=[C:35]([CH2:40][C:41]3[CH:46]=[CH:45][C:44]([O:47][CH2:48][CH:49]([F:51])[F:50])=[CH:43][CH:42]=3)[CH:34]=2)([O:31][CH3:32])[O:11][C@@H:10]1[CH2:52][O:53][Si](C(C)(C)C)(C)C)[C:2]1[CH:7]=[CH:6][CH:5]=[CH:4][CH:3]=1.C(Cl)(=O)C, predict the reaction product. The product is: [CH2:1]([O:8][C@H:9]1[C@H:14]([O:15][CH2:16][C:17]2[CH:18]=[CH:19][CH:20]=[CH:21][CH:22]=2)[C@@H:13]([O:23][CH2:24][C:25]2[CH:30]=[CH:29][CH:28]=[CH:27][CH:26]=2)[C@@:12]([C:33]2[CH:38]=[CH:37][C:36]([Cl:39])=[C:35]([CH2:40][C:41]3[CH:46]=[CH:45][C:44]([O:47][CH2:48][CH:49]([F:50])[F:51])=[CH:43][CH:42]=3)[CH:34]=2)([O:31][CH3:32])[O:11][C@@H:10]1[CH2:52][OH:53])[C:2]1[CH:3]=[CH:4][CH:5]=[CH:6][CH:7]=1. (4) Given the reactants [I:1][C:2]1[CH:3]=[C:4]([N+:9]([O-])=O)[C:5]([NH2:8])=[N:6][CH:7]=1.C(O)C.Cl, predict the reaction product. The product is: [I:1][C:2]1[CH:3]=[C:4]([NH2:9])[C:5]([NH2:8])=[N:6][CH:7]=1.